Task: Regression. Given a peptide amino acid sequence and an MHC pseudo amino acid sequence, predict their binding affinity value. This is MHC class II binding data.. Dataset: Peptide-MHC class II binding affinity with 134,281 pairs from IEDB (1) The peptide sequence is EGRRAKLRSAGEVEI. The MHC is DRB1_0901 with pseudo-sequence DRB1_0901. The binding affinity (normalized) is 0.319. (2) The binding affinity (normalized) is 0.672. The peptide sequence is EISTNIRQAGVQYSR. The MHC is DRB1_0405 with pseudo-sequence DRB1_0405. (3) The peptide sequence is QQLLFIHFRIGCRHSRIG. The MHC is DRB1_1302 with pseudo-sequence DRB1_1302. The binding affinity (normalized) is 0.319. (4) The peptide sequence is FVAAAKYMVIQGEPG. The MHC is HLA-DQA10102-DQB10602 with pseudo-sequence HLA-DQA10102-DQB10602. The binding affinity (normalized) is 0.649. (5) The peptide sequence is DEVFAILNLSIDS. The MHC is DRB1_0401 with pseudo-sequence DRB1_0401. The binding affinity (normalized) is 0.109. (6) The peptide sequence is LIDDVIAILPVDELY. The MHC is HLA-DQA10102-DQB10602 with pseudo-sequence HLA-DQA10102-DQB10602. The binding affinity (normalized) is 0.478. (7) The peptide sequence is GCGSCFEIKCTKPEA. The MHC is HLA-DQA10101-DQB10501 with pseudo-sequence HLA-DQA10101-DQB10501. The binding affinity (normalized) is 0. (8) The peptide sequence is PATLIKAIDGDTVKLMYKGQ. The MHC is DRB1_0401 with pseudo-sequence DRB1_0401. The binding affinity (normalized) is 0.367. (9) The peptide sequence is GELYIVDKIDAAFKI. The MHC is DRB1_0701 with pseudo-sequence DRB1_0701. The binding affinity (normalized) is 0.892. (10) The peptide sequence is TTQGSDDIRKLFDLH. The MHC is DRB1_0101 with pseudo-sequence DRB1_0101. The binding affinity (normalized) is 0.303.